Predict the product of the given reaction. From a dataset of Forward reaction prediction with 1.9M reactions from USPTO patents (1976-2016). (1) Given the reactants [CH2:1]([O:3][C:4](=[O:29])[CH2:5][S:6][C:7]1[S:11][C:10]([NH:12][C:13]([N:15]([C@H:22]2[CH2:27][CH2:26][C@H:25]([CH3:28])[CH2:24][CH2:23]2)[CH:16]2[CH2:21][CH2:20][NH:19][CH2:18][CH2:17]2)=[O:14])=[N:9][CH:8]=1)[CH3:2].[CH3:30][N:31]([CH3:36])[S:32](Cl)(=[O:34])=[O:33], predict the reaction product. The product is: [CH2:1]([O:3][C:4](=[O:29])[CH2:5][S:6][C:7]1[S:11][C:10]([NH:12][C:13]([N:15]([CH:16]2[CH2:21][CH2:20][N:19]([S:32](=[O:34])(=[O:33])[N:31]([CH3:36])[CH3:30])[CH2:18][CH2:17]2)[C@H:22]2[CH2:23][CH2:24][C@H:25]([CH3:28])[CH2:26][CH2:27]2)=[O:14])=[N:9][CH:8]=1)[CH3:2].[CH3:30][N:31]([CH3:36])[S:32]([N:19]1[CH2:18][CH2:17][CH:16]([N:15]([C@H:22]2[CH2:27][CH2:26][C@H:25]([CH3:28])[CH2:24][CH2:23]2)[C:13](=[O:14])[NH:12][C:10]2[S:11][C:7]([S:6][CH2:5][C:4]([OH:3])=[O:29])=[CH:8][N:9]=2)[CH2:21][CH2:20]1)(=[O:34])=[O:33]. (2) Given the reactants C(O[C:6](=[O:30])[NH:7][C@@H:8]([CH2:23][C:24]1[CH:29]=[CH:28][CH:27]=[CH:26][CH:25]=1)[C@@H:9]([OH:22])[CH2:10][C@H:11]([C:13](=[O:21])[NH:14][CH2:15][CH2:16][C:17]([CH3:20])(C)C)[CH3:12])(C)(C)C.C1(N)CCC1.[CH:36]([O:39][C:40]1[CH:41]=[C:42]([CH:61]=[C:62]([N:64]2[CH2:68][CH2:67][CH2:66][C:65]2=[O:69])[CH:63]=1)C(N[C@H]([C@@H]1C[C@@H](C)C(=O)O1)CC1C=CC=CC=1)=O)([CH3:38])[CH3:37], predict the reaction product. The product is: [CH2:23]([C@H:8]([NH:7][C:6](=[O:30])[C:42]1[CH:61]=[C:62]([N:64]2[CH2:68][CH2:67][CH2:66][C:65]2=[O:69])[CH:63]=[C:40]([O:39][CH:36]([CH3:38])[CH3:37])[CH:41]=1)[C@@H:9]([OH:22])[CH2:10][C@H:11]([C:13](=[O:21])[NH:14][CH:15]1[CH2:16][CH2:17][CH2:20]1)[CH3:12])[C:24]1[CH:25]=[CH:26][CH:27]=[CH:28][CH:29]=1. (3) Given the reactants Cl[C:2]1[CH:7]=[CH:6][N:5]=[C:4]([NH:8][CH:9]2[CH2:14][C:13]([CH3:16])([CH3:15])[NH:12][C:11]([CH3:18])([CH3:17])[CH2:10]2)[N:3]=1.[CH3:19][C:20]([OH:28])([CH3:27])[CH2:21][C:22]1[S:23][CH:24]=[CH:25][CH:26]=1, predict the reaction product. The product is: [CH3:19][C:20]([OH:28])([CH3:27])[CH2:21][C:22]1[S:23][C:24]([C:2]2[CH:7]=[CH:6][N:5]=[C:4]([NH:8][CH:9]3[CH2:14][C:13]([CH3:16])([CH3:15])[NH:12][C:11]([CH3:18])([CH3:17])[CH2:10]3)[N:3]=2)=[CH:25][CH:26]=1. (4) The product is: [CH3:14][C:8]([C:15]1[CH:20]=[CH:19][CH:18]=[C:17]([CH3:21])[CH:16]=1)([CH3:7])[CH2:9][OH:10]. Given the reactants [H-].[Al+3].[Li+].[H-].[H-].[H-].[CH3:7][C:8]([C:15]1[CH:20]=[CH:19][CH:18]=[C:17]([CH3:21])[CH:16]=1)([CH3:14])[C:9](OCC)=[O:10].O.[OH-].[Na+], predict the reaction product. (5) Given the reactants [CH2:1]([NH:8][CH2:9][CH2:10][C:11]1[CH:16]=[CH:15][C:14]([S:17][C:18]2[CH:23]=[CH:22][C:21]([O:24][CH3:25])=[CH:20][CH:19]=2)=[CH:13][CH:12]=1)[C:2]1[CH:7]=[CH:6][CH:5]=[CH:4][CH:3]=1.[C:26](O[C:26]([O:28][C:29]([CH3:32])([CH3:31])[CH3:30])=[O:27])([O:28][C:29]([CH3:32])([CH3:31])[CH3:30])=[O:27].C(=O)([O-])O.[Na+], predict the reaction product. The product is: [CH2:1]([N:8]([CH2:9][CH2:10][C:11]1[CH:16]=[CH:15][C:14]([S:17][C:18]2[CH:19]=[CH:20][C:21]([O:24][CH3:25])=[CH:22][CH:23]=2)=[CH:13][CH:12]=1)[C:26](=[O:27])[O:28][C:29]([CH3:32])([CH3:31])[CH3:30])[C:2]1[CH:3]=[CH:4][CH:5]=[CH:6][CH:7]=1. (6) Given the reactants [NH2:1][CH2:2][C:3]([NH:5][C@H:6]([C@@H:19]([OH:23])[C:20]#[C:21][CH3:22])[CH2:7][NH:8][C:9](=[O:18])[O:10][CH2:11][C:12]1[CH:17]=[CH:16][CH:15]=[CH:14][CH:13]=1)=[O:4].C(N(CC)CC)C.Cl[C:32]1[C:41]2[C:36](=[CH:37][CH:38]=[C:39]([C:42]([F:45])([F:44])[F:43])[CH:40]=2)[N:35]=[CH:34][N:33]=1, predict the reaction product. The product is: [OH:23][C@@H:19]([C:20]#[C:21][CH3:22])[C@@H:6]([NH:5][C:3](=[O:4])[CH2:2][NH:1][C:32]1[C:41]2[C:36](=[CH:37][CH:38]=[C:39]([C:42]([F:44])([F:45])[F:43])[CH:40]=2)[N:35]=[CH:34][N:33]=1)[CH2:7][NH:8][C:9](=[O:18])[O:10][CH2:11][C:12]1[CH:17]=[CH:16][CH:15]=[CH:14][CH:13]=1. (7) Given the reactants [N+:1]([C:4]1[CH:13]=[CH:12][C:11]2[N:10]=[CH:9][CH:8]=[CH:7][C:6]=2[C:5]=1[CH:14]=[O:15])([O-:3])=[O:2].[BH4-].[Na+].CO.Cl, predict the reaction product. The product is: [N+:1]([C:4]1[C:5]([CH2:14][OH:15])=[C:6]2[C:11](=[CH:12][CH:13]=1)[N:10]=[CH:9][CH:8]=[CH:7]2)([O-:3])=[O:2].